From a dataset of Forward reaction prediction with 1.9M reactions from USPTO patents (1976-2016). Predict the product of the given reaction. (1) The product is: [Cl:8][C:4]1[C:3]([C:9]2[S:10][C:11]3[C:12]([Cl:18])=[N:13][CH:14]=[CH:15][C:16]=3[N:17]=2)=[C:2]([CH:7]=[CH:6][CH:5]=1)[C:20]#[N:21]. Given the reactants Br[C:2]1[CH:7]=[CH:6][CH:5]=[C:4]([Cl:8])[C:3]=1[C:9]1[S:10][C:11]2[C:12]([Cl:18])=[N:13][CH:14]=[CH:15][C:16]=2[N:17]=1.[Cu][C:20]#[N:21].O, predict the reaction product. (2) Given the reactants [CH2:1]([NH:3][C:4]([NH:6][C:7]1[CH:12]=[CH:11][C:10]([C:13]2[N:14]=[C:15]([N:23]3[CH2:28][CH2:27][O:26][CH2:25][C@@H:24]3[CH3:29])[C:16]3[CH2:22][CH2:21][NH:20][CH2:19][C:17]=3[N:18]=2)=[CH:9][CH:8]=1)=[O:5])[CH3:2].[CH3:30][S:31]([CH:34]=[CH2:35])(=[O:33])=[O:32].CCN(C(C)C)C(C)C, predict the reaction product. The product is: [CH2:1]([NH:3][C:4]([NH:6][C:7]1[CH:8]=[CH:9][C:10]([C:13]2[N:14]=[C:15]([N:23]3[CH2:28][CH2:27][O:26][CH2:25][C@@H:24]3[CH3:29])[C:16]3[CH2:22][CH2:21][N:20]([CH2:35][CH2:34][S:31]([CH3:30])(=[O:33])=[O:32])[CH2:19][C:17]=3[N:18]=2)=[CH:11][CH:12]=1)=[O:5])[CH3:2]. (3) Given the reactants Br[C:2]1[CH:3]=[C:4]([CH2:8][C:9]([N:11]([CH3:13])[CH3:12])=[O:10])[CH:5]=[N:6][CH:7]=1.C([O-])([O-])=O.[Na+].[Na+].O1CCOCC1.CC1(C)C(C)(C)OB([C:34]2[CH:35]=[C:36]3[C:41](=[N:42][CH:43]=2)[N:40]([C:44]([NH2:46])=[O:45])[CH2:39][CH2:38][CH2:37]3)O1.CCOC(C)=O, predict the reaction product. The product is: [CH3:12][N:11]([CH3:13])[C:9]([CH2:8][C:4]1[CH:3]=[C:2]([C:34]2[CH:35]=[C:36]3[C:41](=[N:42][CH:43]=2)[N:40]([C:44]([NH2:46])=[O:45])[CH2:39][CH2:38][CH2:37]3)[CH:7]=[N:6][CH:5]=1)=[O:10]. (4) Given the reactants [NH2:1][C@:2]12[CH2:37][CH2:36][C@@H:35]([C:38]([CH3:40])=[CH2:39])[C@@H:3]1[C@@H:4]1[C@@:17]([CH3:20])([CH2:18][CH2:19]2)[C@@:16]2([CH3:21])[C@@H:7]([C@:8]3([CH3:34])[C@@H:13]([CH2:14][CH2:15]2)[C:12]([CH3:23])([CH3:22])[C:11]([C:24]2[CH:33]=[CH:32][C:27]([C:28]([O:30][CH3:31])=[O:29])=[CH:26][CH:25]=2)=[CH:10][CH2:9]3)[CH2:6][CH2:5]1.Br[CH2:42][CH2:43][OH:44].P([O-])([O-])([O-])=O.[K+].[K+].[K+].[I-].[K+], predict the reaction product. The product is: [OH:44][CH2:43][CH2:42][NH:1][C@:2]12[CH2:37][CH2:36][C@@H:35]([C:38]([CH3:40])=[CH2:39])[C@@H:3]1[C@@H:4]1[C@@:17]([CH3:20])([CH2:18][CH2:19]2)[C@@:16]2([CH3:21])[C@@H:7]([C@:8]3([CH3:34])[C@@H:13]([CH2:14][CH2:15]2)[C:12]([CH3:22])([CH3:23])[C:11]([C:24]2[CH:25]=[CH:26][C:27]([C:28]([O:30][CH3:31])=[O:29])=[CH:32][CH:33]=2)=[CH:10][CH2:9]3)[CH2:6][CH2:5]1. (5) Given the reactants [N+:1]([C:4]1[CH:5]=[C:6]2[C:10](=[CH:11][CH:12]=1)[CH2:9][NH:8][CH2:7]2)([O-])=O.[C:13](O[C:13]([O:15][C:16]([CH3:19])([CH3:18])[CH3:17])=[O:14])([O:15][C:16]([CH3:19])([CH3:18])[CH3:17])=[O:14], predict the reaction product. The product is: [C:16]([O:15][C:13]([N:8]1[CH2:7][C:6]2[C:10](=[CH:11][CH:12]=[C:4]([NH2:1])[CH:5]=2)[CH2:9]1)=[O:14])([CH3:19])([CH3:18])[CH3:17]. (6) Given the reactants C(O[C:5](=[O:7])[CH3:6])(=O)C.C(N([CH2:13][CH3:14])CC)C.[CH3:15][CH2:16][CH2:17][CH2:18][CH2:19][CH3:20].O.[CH3:22]N(C)C(=O)C, predict the reaction product. The product is: [CH2:17]([C:16]1[CH2:22][CH:13]2[CH:6]([CH:15]=1)[C:5](=[O:7])[CH2:14]2)[CH2:18][CH2:19][CH3:20]. (7) The product is: [C:1]([S:13][CH2:6][C:7]1[CH:12]=[CH:11][CH:10]=[CH:9][CH:8]=1)(=[S:15])[CH2:2][CH3:3]. Given the reactants [C:1](O)(=O)[CH2:2][CH3:3].[CH2:6]([SH:13])[C:7]1[CH:12]=[CH:11][CH:10]=[CH:9][CH:8]=1.P12(SP3(SP(SP(S3)(S1)=S)(=S)S2)=S)=[S:15], predict the reaction product. (8) Given the reactants [CH3:1][C:2]([S:26]([CH3:29])(=[O:28])=[O:27])([CH2:13][CH2:14][C:15]1[CH:20]=[CH:19][C:18]([N:21]2[CH:25]=[CH:24][CH:23]=[N:22]2)=[CH:17][CH:16]=1)[C:3]([NH:5][O:6]C1CCCCO1)=[O:4].Cl.CO, predict the reaction product. The product is: [OH:6][NH:5][C:3](=[O:4])[C:2]([CH3:1])([S:26]([CH3:29])(=[O:28])=[O:27])[CH2:13][CH2:14][C:15]1[CH:16]=[CH:17][C:18]([N:21]2[CH:25]=[CH:24][CH:23]=[N:22]2)=[CH:19][CH:20]=1. (9) Given the reactants [I:1][C:2]1[N:6]2[CH:7]=[C:8]([C:15]3[CH:20]=[CH:19][CH:18]=[CH:17][CH:16]=3)[N:9]=[C:10](S(C)(=O)=O)[C:5]2=[N:4][CH:3]=1.[CH2:21]([NH2:25])[CH:22]([CH3:24])[CH3:23], predict the reaction product. The product is: [I:1][C:2]1[N:6]2[CH:7]=[C:8]([C:15]3[CH:20]=[CH:19][CH:18]=[CH:17][CH:16]=3)[N:9]=[C:10]([NH:25][CH2:21][CH:22]([CH3:24])[CH3:23])[C:5]2=[N:4][CH:3]=1.